This data is from Reaction yield outcomes from USPTO patents with 853,638 reactions. The task is: Predict the reaction yield, written as a fraction of the theoretical maximum amount of product (1.0 means a 100% yield; for example, 0.34 means a 34% yield). The reactants are [C:1]([N:5]1[CH2:10][CH2:9][N:8]([C:11]2[C:20]3[C:15](=[CH:16][C:17]([Cl:23])=[C:18]([C:21]#[N:22])[CH:19]=3)[N:14]=[CH:13][N:12]=2)[CH2:7][CH:6]1[C:24]([NH2:26])=O)(=[O:4])[CH:2]=[CH2:3].CCN(CC)CC.FC(F)(F)C(OC(=O)C(F)(F)F)=O.O. The catalyst is C(Cl)Cl. The product is [C:1]([N:5]1[CH2:10][CH2:9][N:8]([C:11]2[C:20]3[C:15](=[CH:16][C:17]([Cl:23])=[C:18]([C:21]#[N:22])[CH:19]=3)[N:14]=[CH:13][N:12]=2)[CH2:7][CH:6]1[C:24]#[N:26])(=[O:4])[CH:2]=[CH2:3]. The yield is 0.320.